From a dataset of Forward reaction prediction with 1.9M reactions from USPTO patents (1976-2016). Predict the product of the given reaction. (1) Given the reactants [Br:1][C:2]1[CH:11]=[C:10]2[C:5]([C:6]([CH3:21])([CH3:20])[CH2:7][C:8](C=O)([CH2:13][CH2:14][C:15](=[O:17])[CH3:16])[C:9]2=O)=[CH:4][CH:3]=1.O.[OH-].[Li+], predict the reaction product. The product is: [Br:1][C:2]1[CH:11]=[C:10]2[C:5](=[CH:4][CH:3]=1)[C:6]([CH3:20])([CH3:21])[CH2:7][C:8]1[CH2:13][CH2:14][C:15](=[O:17])[CH2:16][C:9]2=1. (2) Given the reactants Cl[C:2]1[CH:7]=[C:6]([CH2:8][O:9][C:10]2[C:19]3[C:14](=[CH:15][CH:16]=[CH:17][CH:18]=3)[C:13]([NH:20][C:21](=[O:27])[O:22][C:23]([CH3:26])([CH3:25])[CH3:24])=[CH:12][CH:11]=2)[CH:5]=[CH:4][N:3]=1.C(=O)([O-])[O-].[Cs+].[Cs+].[NH2:34][C:35]1[CH:40]=[N:39][CH:38]=[C:37]([CH2:41][CH3:42])[N:36]=1.C1C=CC(P(C2C(C3C(P(C4C=CC=CC=4)C4C=CC=CC=4)=CC=C4C=3C=CC=C4)=C3C(C=CC=C3)=CC=2)C2C=CC=CC=2)=CC=1, predict the reaction product. The product is: [CH2:41]([C:37]1[N:36]=[C:35]([NH:34][C:2]2[CH:7]=[C:6]([CH2:8][O:9][C:10]3[C:19]4[C:14](=[CH:15][CH:16]=[CH:17][CH:18]=4)[C:13]([NH:20][C:21](=[O:27])[O:22][C:23]([CH3:24])([CH3:26])[CH3:25])=[CH:12][CH:11]=3)[CH:5]=[CH:4][N:3]=2)[CH:40]=[N:39][CH:38]=1)[CH3:42].